From a dataset of Catalyst prediction with 721,799 reactions and 888 catalyst types from USPTO. Predict which catalyst facilitates the given reaction. (1) Reactant: [NH:1]1[C:9]2[C:4](=[CH:5][CH:6]=[C:7]([C:10]([NH2:12])=[O:11])[CH:8]=2)[CH:3]=[CH:2]1.[C:13](O[C:13]([O:15][C:16]([CH3:19])([CH3:18])[CH3:17])=[O:14])([O:15][C:16]([CH3:19])([CH3:18])[CH3:17])=[O:14]. Product: [C:10]([C:7]1[CH:8]=[C:9]2[C:4]([CH:3]=[CH:2][N:1]2[C:13]([O:15][C:16]([CH3:19])([CH3:18])[CH3:17])=[O:14])=[CH:5][CH:6]=1)(=[O:11])[NH2:12]. The catalyst class is: 143. (2) Reactant: [CH3:1][O:2][C:3]1[CH:4]=[C:5]([CH:11]=[CH:12][C:13](=[O:15])[CH3:14])[CH:6]=[C:7]([O:9][CH3:10])[CH:8]=1.CCCCCCC.C1(C)C=CC=CC=1. Product: [CH3:10][O:9][C:7]1[CH:6]=[C:5]([CH2:11][CH2:12][C:13](=[O:15])[CH3:14])[CH:4]=[C:3]([O:2][CH3:1])[CH:8]=1. The catalyst class is: 29. (3) Reactant: [N+:1]([C:4]1[CH:14]=[CH:13][C:7]2[CH2:8][CH2:9][CH2:10][NH:11][CH2:12][C:6]=2[CH:5]=1)([O-:3])=[O:2].[C:15](O[C:15]([O:17][C:18]([CH3:21])([CH3:20])[CH3:19])=[O:16])([O:17][C:18]([CH3:21])([CH3:20])[CH3:19])=[O:16].C(N(CC)CC)C. Product: [N+:1]([C:4]1[CH:14]=[CH:13][C:7]2[CH2:8][CH2:9][CH2:10][N:11]([C:15]([O:17][C:18]([CH3:21])([CH3:20])[CH3:19])=[O:16])[CH2:12][C:6]=2[CH:5]=1)([O-:3])=[O:2]. The catalyst class is: 2. (4) Reactant: [OH:1][C:2]1[C:3]([O:32][CH3:33])=[CH:4][C:5]2[N:9]=[CH:8][N:7]([C:10]3[S:14][C:13]([C:15]([O:17][CH3:18])=[O:16])=[C:12]([O:19][CH2:20][C:21]4[CH:26]=[CH:25][CH:24]=[CH:23][C:22]=4[C:27]([F:30])([F:29])[F:28])[CH:11]=3)[C:6]=2[CH:31]=1.C1(P(C2C=CC=CC=2)C2C=CC=CC=2)C=CC=CC=1.[CH3:53][N:54]([CH3:59])[CH2:55][CH2:56][CH2:57]O.N(C(OCC)=O)=NC(OCC)=O. Product: [CH3:53][N:54]([CH3:59])[CH2:55][CH2:56][CH2:57][O:1][C:2]1[C:3]([O:32][CH3:33])=[CH:4][C:5]2[N:9]=[CH:8][N:7]([C:10]3[S:14][C:13]([C:15]([O:17][CH3:18])=[O:16])=[C:12]([O:19][CH2:20][C:21]4[CH:26]=[CH:25][CH:24]=[CH:23][C:22]=4[C:27]([F:30])([F:29])[F:28])[CH:11]=3)[C:6]=2[CH:31]=1. The catalyst class is: 4. (5) Reactant: [Br:1][CH2:2][CH2:3][CH2:4][CH2:5][CH2:6][CH2:7][CH2:8][C:9]([OH:11])=[O:10].[CH2:12](O)[CH3:13].CCN=C=NCCCN(C)C. Product: [CH2:12]([O:10][C:9](=[O:11])[CH2:8][CH2:7][CH2:6][CH2:5][CH2:4][CH2:3][CH2:2][Br:1])[CH3:13]. The catalyst class is: 79. (6) Reactant: [BH4-].[Na+].[C:3]([C:6]1[NH:7][C:8](=[O:18])[N:9]([C:11]2[CH:16]=[CH:15][CH:14]=[C:13]([Cl:17])[CH:12]=2)[N:10]=1)(=[O:5])[CH3:4].C(O)(=O)C. Product: [Cl:17][C:13]1[CH:12]=[C:11]([N:9]2[C:8](=[O:18])[NH:7][C:6]([CH:3]([OH:5])[CH3:4])=[N:10]2)[CH:16]=[CH:15][CH:14]=1. The catalyst class is: 72.